This data is from Reaction yield outcomes from USPTO patents with 853,638 reactions. The task is: Predict the reaction yield, written as a fraction of the theoretical maximum amount of product (1.0 means a 100% yield; for example, 0.34 means a 34% yield). (1) The yield is 0.970. The catalyst is [OH-].[OH-].[Pd+2]. The product is [CH:1]1([C:4]2[CH:9]=[C:8]([OH:10])[CH:7]=[CH:6][C:5]=2[C:18]2[CH:23]=[CH:22][CH:21]=[C:20]([N:24]3[C:25]([CH3:30])=[CH:26][CH:27]=[C:28]3[CH3:29])[N:19]=2)[CH2:3][CH2:2]1. The reactants are [CH:1]1([C:4]2[CH:9]=[C:8]([O:10]CC3C=CC=CC=3)[CH:7]=[CH:6][C:5]=2[C:18]2[CH:23]=[CH:22][CH:21]=[C:20]([N:24]3[C:28]([CH3:29])=[CH:27][CH:26]=[C:25]3[CH3:30])[N:19]=2)[CH2:3][CH2:2]1.C([O-])=O.[NH4+]. (2) The catalyst is O.Cl. The reactants are C(O)C.O.O1CCOCC1.[C:11]([N:15]1[C:19]([C:20]([F:23])([F:22])[F:21])=[C:18]([C:24]([O:26]CC)=[O:25])[CH:17]=[N:16]1)([CH3:14])([CH3:13])[CH3:12].O.[OH-].[Li+]. The yield is 0.940. The product is [C:11]([N:15]1[C:19]([C:20]([F:22])([F:23])[F:21])=[C:18]([C:24]([OH:26])=[O:25])[CH:17]=[N:16]1)([CH3:14])([CH3:12])[CH3:13].